Dataset: Full USPTO retrosynthesis dataset with 1.9M reactions from patents (1976-2016). Task: Predict the reactants needed to synthesize the given product. (1) The reactants are: [Br:1][C:2]1[N:7]=[C:6]([O:8][CH3:9])[C:5](I)=[CH:4][CH:3]=1.C([Li])CCC.CN(C)[CH:18]=[O:19].O. Given the product [Br:1][C:2]1[CH:3]=[CH:4][C:5]([CH:18]=[O:19])=[C:6]([O:8][CH3:9])[N:7]=1, predict the reactants needed to synthesize it. (2) Given the product [F:13][C:5]1[CH:6]=[CH:7][C:8]([N+:10]([O-:12])=[O:11])=[CH:9][C:4]=1[C@:2]1([CH3:3])[C:14]2([CH2:15][CH2:16]2)[CH2:17][O:18][C:19]([NH2:20])=[N:1]1, predict the reactants needed to synthesize it. The reactants are: [NH2:1][C@@:2]([C:14]1([CH2:17][OH:18])[CH2:16][CH2:15]1)([C:4]1[CH:9]=[C:8]([N+:10]([O-:12])=[O:11])[CH:7]=[CH:6][C:5]=1[F:13])[CH3:3].[C:19](Br)#[N:20].C([O-])(=O)C.[Na+]. (3) Given the product [CH2:1]([O:8][N:9]1[C:18]2[C:13](=[CH:14][C:15](/[CH:45]=[CH:46]/[C:47]3[CH:52]=[CH:51][CH:50]=[CH:49][CH:48]=3)=[CH:16][N:17]=2)[C:12]([NH:20][CH2:21][C:22]2[CH:27]=[CH:26][C:25]([O:28][CH3:29])=[CH:24][C:23]=2[O:30][CH3:31])=[C:11]([C:32]([NH:34][CH2:35][C:36]2[CH:41]=[CH:40][C:39]([F:42])=[CH:38][C:37]=2[F:43])=[O:33])[C:10]1=[O:44])[C:2]1[CH:7]=[CH:6][CH:5]=[CH:4][CH:3]=1, predict the reactants needed to synthesize it. The reactants are: [CH2:1]([O:8][N:9]1[C:18]2[C:13](=[CH:14][C:15](Br)=[CH:16][N:17]=2)[C:12]([NH:20][CH2:21][C:22]2[CH:27]=[CH:26][C:25]([O:28][CH3:29])=[CH:24][C:23]=2[O:30][CH3:31])=[C:11]([C:32]([NH:34][CH2:35][C:36]2[CH:41]=[CH:40][C:39]([F:42])=[CH:38][C:37]=2[F:43])=[O:33])[C:10]1=[O:44])[C:2]1[CH:7]=[CH:6][CH:5]=[CH:4][CH:3]=1.[CH2:45]=[CH:46][C:47]1[CH:52]=[CH:51][CH:50]=[CH:49][CH:48]=1. (4) Given the product [Br:25][C:19]1[C:20]([C:21]([O:23][CH3:24])=[O:22])=[C:16]([NH:15][C:12](=[O:14])[CH2:11][C:6]2[CH:7]=[CH:8][CH:9]=[C:10]3[C:5]=2[CH:4]=[CH:3][N:2]=[CH:1]3)[S:17][CH:18]=1, predict the reactants needed to synthesize it. The reactants are: [CH:1]1[C:10]2[C:5](=[C:6]([CH2:11][C:12]([OH:14])=O)[CH:7]=[CH:8][CH:9]=2)[CH:4]=[CH:3][N:2]=1.[NH2:15][C:16]1[S:17][CH:18]=[C:19]([Br:25])[C:20]=1[C:21]([O:23][CH3:24])=[O:22]. (5) Given the product [NH2:6][C:5]1[C:4]2[CH:7]=[C:8]([F:10])[CH:9]=[C:2]([Cl:1])[C:3]=2[O:11][C:12]=1[C:13]([NH2:14])=[O:15], predict the reactants needed to synthesize it. The reactants are: [Cl:1][C:2]1[C:3]([O:11][CH2:12][C:13]#[N:14])=[C:4]([CH:7]=[C:8]([F:10])[CH:9]=1)[C:5]#[N:6].[OH-:15].[K+].O.